From a dataset of Forward reaction prediction with 1.9M reactions from USPTO patents (1976-2016). Predict the product of the given reaction. Given the reactants [OH:1][C:2]1[CH:3]=[C:4]([CH2:9][C:10]([O:12]C)=[O:11])[CH:5]=[CH:6][C:7]=1[OH:8].Br[CH2:15][CH2:16][NH:17][C:18](=[O:24])[O:19][C:20]([CH3:23])([CH3:22])[CH3:21].[C:25]([O-:28])([O-])=[O:26].[K+].[K+].[OH-].[Na+].Cl, predict the reaction product. The product is: [C:20]([O:19][C:18]([NH:17][CH2:16][CH2:15][O:1][C:2]1[CH:3]=[C:4]([CH2:9][C:10]([OH:12])=[O:11])[CH:5]=[CH:6][C:7]=1[O:8][CH2:15][CH2:16][NH:17][C:25]([O:28][C:20]([CH3:23])([CH3:22])[CH3:21])=[O:26])=[O:24])([CH3:23])([CH3:22])[CH3:21].